This data is from Forward reaction prediction with 1.9M reactions from USPTO patents (1976-2016). The task is: Predict the product of the given reaction. (1) Given the reactants [NH2:1][C:2]1[CH:3]=[N:4][CH:5]=[CH:6][C:7]=1[NH:8][CH2:9][CH:10]1[CH2:15][CH2:14][N:13]([C:16]([O:18][C:19]([CH3:22])([CH3:21])[CH3:20])=[O:17])[CH2:12][CH2:11]1.[C:23](OCC)(OCC)(OCC)[CH2:24][CH3:25], predict the reaction product. The product is: [C:19]([O:18][C:16]([N:13]1[CH2:12][CH2:11][CH:10]([CH2:9][N:8]2[C:7]3[CH:6]=[CH:5][N:4]=[CH:3][C:2]=3[N:1]=[C:23]2[CH2:24][CH3:25])[CH2:15][CH2:14]1)=[O:17])([CH3:22])([CH3:21])[CH3:20]. (2) Given the reactants [CH3:1][O:2][C:3]1[N:8]=[CH:7][C:6]([C:9]2[CH:14]=[CH:13][C:12]([CH2:15][OH:16])=[CH:11][CH:10]=2)=[CH:5][CH:4]=1.C(N(CC)CC)C.[CH3:24][S:25](Cl)(=[O:27])=[O:26], predict the reaction product. The product is: [CH3:1][O:2][C:3]1[N:8]=[CH:7][C:6]([C:9]2[CH:14]=[CH:13][C:12]([CH2:15][O:16][S:25]([CH3:24])(=[O:27])=[O:26])=[CH:11][CH:10]=2)=[CH:5][CH:4]=1. (3) The product is: [F:13][C:14]1[CH:19]=[CH:18][C:17]([S:20]([C:7]2[CH:8]=[CH:9][C:4]([CH:1]([CH3:3])[CH3:2])=[CH:5][C:6]=2[CH:10]([CH3:12])[CH3:11])(=[O:22])=[O:21])=[CH:16][CH:15]=1. Given the reactants [CH:1]([C:4]1[CH:9]=[CH:8][CH:7]=[C:6]([CH:10]([CH3:12])[CH3:11])[CH:5]=1)([CH3:3])[CH3:2].[F:13][C:14]1[CH:19]=[CH:18][C:17]([S:20](Cl)(=[O:22])=[O:21])=[CH:16][CH:15]=1.[Cl-].[Al+3].[Cl-].[Cl-], predict the reaction product. (4) Given the reactants [C:1]([CH2:3][CH:4]([OH:16])[CH2:5][C:6](=[O:15])[CH2:7][C:8]([O:10][C:11]([CH3:14])([CH3:13])[CH3:12])=[O:9])#[N:2].C(B(CC)OC)C.O1CCCC1.[BH4-].[Na+], predict the reaction product. The product is: [C:1]([CH2:3][CH:4]([OH:16])[CH2:5][CH:6]([OH:15])[CH2:7][C:8]([O:10][C:11]([CH3:12])([CH3:14])[CH3:13])=[O:9])#[N:2].